This data is from Full USPTO retrosynthesis dataset with 1.9M reactions from patents (1976-2016). The task is: Predict the reactants needed to synthesize the given product. (1) Given the product [F:36][C:5]([F:37])([F:4])[C:6]1[CH:11]=[CH:10][C:9]([C:12]2[CH:13]=[C:14]([CH:33]=[CH:34][CH:35]=2)[CH2:15][O:16][C:17]2[CH:18]=[C:19]3[C:24](=[CH:25][CH:26]=2)[CH:23]([CH2:27][C:28]([O:30][CH3:31])=[O:29])[C:22](=[CH2:1])[CH2:21][CH2:20]3)=[CH:8][CH:7]=1, predict the reactants needed to synthesize it. The reactants are: [CH2:1](Br)Br.[F:4][C:5]([F:37])([F:36])[C:6]1[CH:11]=[CH:10][C:9]([C:12]2[CH:13]=[C:14]([CH:33]=[CH:34][CH:35]=2)[CH2:15][O:16][C:17]2[CH:18]=[C:19]3[C:24](=[CH:25][CH:26]=2)[CH:23]([CH2:27][C:28]([O:30][CH3:31])=[O:29])[C:22](=O)[CH2:21][CH2:20]3)=[CH:8][CH:7]=1. (2) Given the product [CH3:17][N:18]([CH3:33])[CH2:19][CH2:20][N:21]([CH3:32])[C:22]1[S:23][C:24]2[CH:30]=[C:29]([NH:31][C:8]([C:6]3[CH:5]=[CH:4][C:3]([C:11]4[CH:16]=[CH:15][CH:14]=[CH:13][CH:12]=4)=[C:2]([CH3:1])[CH:7]=3)=[O:10])[CH:28]=[CH:27][C:25]=2[N:26]=1, predict the reactants needed to synthesize it. The reactants are: [CH3:1][C:2]1[CH:7]=[C:6]([C:8]([OH:10])=O)[CH:5]=[CH:4][C:3]=1[C:11]1[CH:16]=[CH:15][CH:14]=[CH:13][CH:12]=1.[CH3:17][N:18]([CH3:33])[CH2:19][CH2:20][N:21]([CH3:32])[C:22]1[S:23][C:24]2[CH:30]=[C:29]([NH2:31])[CH:28]=[CH:27][C:25]=2[N:26]=1. (3) Given the product [CH2:26]([O:28][CH:29]([O:13][CH:1]1[CH2:12][CH2:11][CH2:10][CH:9]=[CH:8][CH2:7][CH2:6][CH:5]=[CH:4][CH2:3][CH2:2]1)[CH3:30])[CH3:27], predict the reactants needed to synthesize it. The reactants are: [CH:1]1([OH:13])[CH2:12][CH2:11][CH2:10][CH:9]=[CH:8][CH2:7][CH2:6][CH:5]=[CH:4][CH2:3][CH2:2]1.O.C1(C)C(S(O)(=O)=O)=CC=CC=1.[CH:26]([O:28][CH2:29][CH3:30])=[CH2:27].